Dataset: Full USPTO retrosynthesis dataset with 1.9M reactions from patents (1976-2016). Task: Predict the reactants needed to synthesize the given product. The reactants are: [Cl:1][C:2]1[CH:3]=[C:4]([C@:9]23[CH2:15][C@@:14]2([CH2:16][O:17][CH3:18])[CH2:13][NH:12][CH2:11][CH2:10]3)[CH:5]=[CH:6][C:7]=1[Cl:8].O.[P:20](=[O:24])([OH:23])([OH:22])[OH:21]. Given the product [P:20]([OH:24])([OH:23])([OH:22])=[O:21].[Cl:1][C:2]1[CH:3]=[C:4]([C@:9]23[CH2:15][C@@:14]2([CH2:16][O:17][CH3:18])[CH2:13][NH:12][CH2:11][CH2:10]3)[CH:5]=[CH:6][C:7]=1[Cl:8], predict the reactants needed to synthesize it.